Task: Predict which catalyst facilitates the given reaction.. Dataset: Catalyst prediction with 721,799 reactions and 888 catalyst types from USPTO Product: [Br:1][C:2]1[CH:3]=[C:4]([F:11])[C:5]([CH2:8][OH:9])=[N:6][CH:7]=1. Reactant: [Br:1][C:2]1[CH:3]=[C:4]([F:11])[C:5]([C:8](O)=[O:9])=[N:6][CH:7]=1. The catalyst class is: 1.